Dataset: Full USPTO retrosynthesis dataset with 1.9M reactions from patents (1976-2016). Task: Predict the reactants needed to synthesize the given product. (1) Given the product [CH2:1]([O:3][C:4](=[O:31])[CH2:5][N:6]1[C:14]2[CH2:13][CH2:12][CH2:11][C@@H:10]([N:15]([S:17]([C:20]3[CH:25]=[C:24]([C:26]([F:29])([F:28])[F:27])[CH:23]=[C:22]([S:37][CH:32]4[CH2:36][CH2:35][CH2:34][CH2:33]4)[CH:21]=3)(=[O:19])=[O:18])[CH3:16])[C:9]=2[CH:8]=[N:7]1)[CH3:2], predict the reactants needed to synthesize it. The reactants are: [CH2:1]([O:3][C:4](=[O:31])[CH2:5][N:6]1[C:14]2[CH2:13][CH2:12][CH2:11][C@@H:10]([N:15]([S:17]([C:20]3[CH:25]=[C:24]([C:26]([F:29])([F:28])[F:27])[CH:23]=[C:22](F)[CH:21]=3)(=[O:19])=[O:18])[CH3:16])[C:9]=2[CH:8]=[N:7]1)[CH3:2].[CH:32]1([SH:37])[CH2:36][CH2:35][CH2:34][CH2:33]1. (2) Given the product [CH3:1][S:2]([C:5]1[CH:6]=[CH:7][C:8]([N:11]2[C:16]([NH2:17])=[CH:15][C:14]([CH3:18])=[N:12]2)=[CH:9][CH:10]=1)(=[O:4])=[O:3], predict the reactants needed to synthesize it. The reactants are: [CH3:1][S:2]([C:5]1[CH:10]=[CH:9][C:8]([NH:11][NH2:12])=[CH:7][CH:6]=1)(=[O:4])=[O:3].N[C:14]([CH3:18])=[CH:15][C:16]#[N:17]. (3) Given the product [C:1]([C:3]1[C:10](=[O:13])[NH:11][CH:6]=[CH:5][C:4]=1[CH3:9])#[N:2], predict the reactants needed to synthesize it. The reactants are: [C:1]([C:3]([C:10]#[N:11])=[C:4]([CH3:9])[CH:5]=[CH:6]OC)#[N:2].S(=O)(=O)(O)[OH:13]. (4) Given the product [F:25][C:26]1[C:31]([F:32])=[C:30]([F:33])[CH:29]=[CH:28][C:27]=1[NH:34][C:35](=[O:36])[NH:1][C:2]1[CH:7]=[CH:6][C:5]([C:8]2[S:12][C:11]([CH:13]3[CH2:18][CH2:17][N:16]([CH2:19][C:20]([O:22][CH2:23][CH3:24])=[O:21])[CH2:15][CH2:14]3)=[N:10][CH:9]=2)=[CH:4][CH:3]=1, predict the reactants needed to synthesize it. The reactants are: [NH2:1][C:2]1[CH:7]=[CH:6][C:5]([C:8]2[S:12][C:11]([CH:13]3[CH2:18][CH2:17][N:16]([CH2:19][C:20]([O:22][CH2:23][CH3:24])=[O:21])[CH2:15][CH2:14]3)=[N:10][CH:9]=2)=[CH:4][CH:3]=1.[F:25][C:26]1[C:31]([F:32])=[C:30]([F:33])[CH:29]=[CH:28][C:27]=1[N:34]=[C:35]=[O:36]. (5) Given the product [Br:1][C:2]1[CH:7]=[C:6]([F:8])[C:5]([F:9])=[CH:4][C:3]=1[O:10][CH:12]([F:17])[F:16], predict the reactants needed to synthesize it. The reactants are: [Br:1][C:2]1[CH:7]=[C:6]([F:8])[C:5]([F:9])=[CH:4][C:3]=1[OH:10].Cl[C:12]([F:17])([F:16])C([O-])=O.[Na+].C(=O)([O-])[O-].[K+].[K+]. (6) The reactants are: [NH2:1][C:2]1[S:3][CH:4]=[C:5]([CH2:7][O:8]/[N:9]=[C:10](/[C:18]2[CH:23]=[CH:22][CH:21]=[CH:20][CH:19]=2)\[C:11]2[N:12]([CH3:17])[O:13][C:14](=[O:16])[N:15]=2)[N:6]=1.N1C=CC=CC=1.[O:30]1[C:35]2[CH:36]=[CH:37][CH:38]=[CH:39][C:34]=2[O:33][CH2:32][CH:31]1[C:40](Cl)=[O:41]. Given the product [CH3:17][N:12]1[C:11](/[C:10](=[N:9]\[O:8][CH2:7][C:5]2[N:6]=[C:2]([NH:1][C:40]([CH:31]3[O:30][C:35]4[CH:36]=[CH:37][CH:38]=[CH:39][C:34]=4[O:33][CH2:32]3)=[O:41])[S:3][CH:4]=2)/[C:18]2[CH:23]=[CH:22][CH:21]=[CH:20][CH:19]=2)=[N:15][C:14](=[O:16])[O:13]1, predict the reactants needed to synthesize it. (7) The reactants are: [CH3:1][C:2]1[N+:3]([O-])=[C:4]([C:13]2[CH:18]=[CH:17][CH:16]=[CH:15][CH:14]=2)[O:5][C:6]=1[C:7]1[CH:12]=[CH:11][CH:10]=[CH:9][CH:8]=1.P(Cl)(Cl)([Cl:22])=O.[NH4+].[OH-]. Given the product [Cl:22][CH2:1][C:2]1[N:3]=[C:4]([C:13]2[CH:18]=[CH:17][CH:16]=[CH:15][CH:14]=2)[O:5][C:6]=1[C:7]1[CH:12]=[CH:11][CH:10]=[CH:9][CH:8]=1, predict the reactants needed to synthesize it.